This data is from Peptide-MHC class II binding affinity with 134,281 pairs from IEDB. The task is: Regression. Given a peptide amino acid sequence and an MHC pseudo amino acid sequence, predict their binding affinity value. This is MHC class II binding data. (1) The peptide sequence is LLSLREVKTIKVFTT. The MHC is DRB1_0101 with pseudo-sequence DRB1_0101. The binding affinity (normalized) is 0.769. (2) The peptide sequence is NDVSTYASGKVWGQK. The MHC is DRB3_0202 with pseudo-sequence DRB3_0202. The binding affinity (normalized) is 0.185. (3) The peptide sequence is RLEFDEFVTLAAKFI. The MHC is HLA-DQA10102-DQB10602 with pseudo-sequence HLA-DQA10102-DQB10602. The binding affinity (normalized) is 0.371. (4) The peptide sequence is DSRKYENAVWDQYKD. The MHC is DRB1_0101 with pseudo-sequence DRB1_0101. The binding affinity (normalized) is 0.130. (5) The peptide sequence is ATISATPESATPFPH. The MHC is HLA-DPA10103-DPB10401 with pseudo-sequence HLA-DPA10103-DPB10401. The binding affinity (normalized) is 0.216. (6) The peptide sequence is INEPTAAAIAYHLDR. The MHC is HLA-DQA10401-DQB10402 with pseudo-sequence HLA-DQA10401-DQB10402. The binding affinity (normalized) is 0.593. (7) The peptide sequence is YEGLSYRSLQPEEFA. The MHC is HLA-DQA10301-DQB10302 with pseudo-sequence HLA-DQA10301-DQB10302. The binding affinity (normalized) is 0.488. (8) The peptide sequence is HITDDNEEPIA. The MHC is DRB1_0301 with pseudo-sequence DRB1_0301. The binding affinity (normalized) is 0.402. (9) The peptide sequence is CDDPRFQDSSSSKAPPPSLPS. The MHC is DRB1_1501 with pseudo-sequence DRB1_1501. The binding affinity (normalized) is 0. (10) The peptide sequence is QWIIRNWETVKIQWS. The MHC is DRB1_1302 with pseudo-sequence DRB1_1302. The binding affinity (normalized) is 0.797.